Dataset: Peptide-MHC class I binding affinity with 185,985 pairs from IEDB/IMGT. Task: Regression. Given a peptide amino acid sequence and an MHC pseudo amino acid sequence, predict their binding affinity value. This is MHC class I binding data. (1) The peptide sequence is GINPNMSCDDV. The MHC is H-2-Db with pseudo-sequence H-2-Db. The binding affinity (normalized) is 0.00915. (2) The peptide sequence is YLYASFCTV. The MHC is HLA-A02:01 with pseudo-sequence HLA-A02:01. The binding affinity (normalized) is 0.872.